This data is from Full USPTO retrosynthesis dataset with 1.9M reactions from patents (1976-2016). The task is: Predict the reactants needed to synthesize the given product. (1) Given the product [NH2:36][C@H:31]1[CH2:32][C@@H:33]([CH3:35])[CH2:34][C@@H:29]([C:28]2[CH:27]=[CH:26][N:25]=[CH:24][C:23]=2[NH:22][C:20](=[O:21])[C:18]2[CH:17]=[CH:16][C:15]([F:44])=[C:14]([C:3]3[C:2]([F:1])=[CH:7][C:6]([C@@H:8]4[CH2:12][CH2:11][O:10][CH2:9]4)=[CH:5][C:4]=3[F:13])[N:19]=2)[CH2:30]1.[NH2:36][C@H:31]1[CH2:32][C@@H:33]([CH3:35])[CH2:34][C@@H:29]([C:28]2[CH:27]=[CH:26][N:25]=[CH:24][C:23]=2[NH:22][C:20](=[O:21])[C:18]2[CH:17]=[CH:16][C:15]([F:44])=[C:14]([C:3]3[C:2]([F:1])=[CH:7][C:6]([C@H:8]4[CH2:12][CH2:11][O:10][CH2:9]4)=[CH:5][C:4]=3[F:13])[N:19]=2)[CH2:30]1, predict the reactants needed to synthesize it. The reactants are: [F:1][C:2]1[CH:7]=[C:6]([CH:8]2[CH2:12][CH2:11][O:10][CH2:9]2)[CH:5]=[C:4]([F:13])[C:3]=1[C:14]1[N:19]=[C:18]([C:20]([NH:22][C:23]2[CH:24]=[N:25][CH:26]=[CH:27][C:28]=2[C@@H:29]2[CH2:34][C@H:33]([CH3:35])[CH2:32][C@H:31]([NH:36]C(=O)OC(C)(C)C)[CH2:30]2)=[O:21])[CH:17]=[CH:16][C:15]=1[F:44].C(O)(C(F)(F)F)=O. (2) Given the product [Si:17]([O:18][CH2:19][CH2:11][C:10]#[C:9][C:5]1[CH:4]=[C:3]([CH2:2][OH:1])[CH:8]=[CH:7][CH:6]=1)([C:13]([CH3:16])([CH3:15])[CH3:14])([CH3:24])[CH3:23], predict the reactants needed to synthesize it. The reactants are: [OH:1][CH2:2][C:3]1[CH:4]=[C:5]([CH2:9][CH2:10][CH2:11]O)[CH:6]=[CH:7][CH:8]=1.[C:13]([Si:17]([CH3:24])([CH3:23])[O:18][CH2:19]CC#C)([CH3:16])([CH3:15])[CH3:14].CO. (3) The reactants are: [C:1]([C:3]1[CH:8]=[CH:7][C:6]([S:9]([NH:12][CH:13]2[CH2:18][CH2:17][CH:16]([C:19]([N:21]3[CH2:26][CH2:25][NH:24][CH2:23][CH2:22]3)=[O:20])[CH2:15][CH2:14]2)(=[O:11])=[O:10])=[CH:5][CH:4]=1)#[N:2].[CH:27]1([CH:30]=O)[CH2:29][CH2:28]1.C(O)(=O)C.C(O[BH-](OC(=O)C)OC(=O)C)(=O)C.[Na+]. Given the product [C:1]([C:3]1[CH:4]=[CH:5][C:6]([S:9]([NH:12][C@H:13]2[CH2:18][CH2:17][C@H:16]([C:19]([N:21]3[CH2:26][CH2:25][N:24]([CH2:30][CH:27]4[CH2:29][CH2:28]4)[CH2:23][CH2:22]3)=[O:20])[CH2:15][CH2:14]2)(=[O:10])=[O:11])=[CH:7][CH:8]=1)#[N:2], predict the reactants needed to synthesize it. (4) Given the product [OH:33][CH2:6][CH2:5][Si:2]([CH3:1])([C:7]1[CH:8]=[CH:9][CH:10]=[CH:11][CH:12]=1)[CH2:3][CH2:4][OH:34], predict the reactants needed to synthesize it. The reactants are: [CH3:1][Si:2]([C:7]1[CH:12]=[CH:11][CH:10]=[CH:9][CH:8]=1)([CH:5]=[CH2:6])[CH:3]=[CH2:4].C12CCCC(CCC1)B12[H]B2(C3CCCC2CCC3)[H]1.[OH2:33].[OH:34]O. (5) Given the product [Br:1][C:2]1[C:3]([CH3:10])=[C:4]([C:5]([Br:8])=[CH:6][CH:7]=1)[CH2:9][Br:16], predict the reactants needed to synthesize it. The reactants are: [Br:1][C:2]1[CH:7]=[CH:6][C:5]([Br:8])=[C:4]([CH3:9])[C:3]=1[CH3:10].OS(O)(=O)=O.[BrH:16].CC(N=NC(C#N)(C)C)(C#N)C.OO. (6) Given the product [Br:1][C:2]1[CH:10]=[C:9]2[C:5]([C:6]([Cl:11])=[N:7][NH:8]2)=[CH:4][CH:3]=1, predict the reactants needed to synthesize it. The reactants are: [Br:1][C:2]1[CH:10]=[C:9]2[C:5]([CH:6]=[N:7][NH:8]2)=[CH:4][CH:3]=1.[Cl:11]N1C(=O)CCC1=O.